From a dataset of Forward reaction prediction with 1.9M reactions from USPTO patents (1976-2016). Predict the product of the given reaction. (1) Given the reactants Br[C:2]1[N:7]=[C:6]([N:8]2[CH:13]=[CH:12][C:11](=[O:14])[C:10]([O:15]CC3C=CC(OC)=CC=3)=[CH:9]2)[CH:5]=[CH:4][CH:3]=1.[NH:25]1[C:33]2[C:28](=[C:29](B(O)O)[CH:30]=[CH:31][CH:32]=2)[CH:27]=[N:26]1, predict the reaction product. The product is: [OH:15][C:10]1[C:11](=[O:14])[CH:12]=[CH:13][N:8]([C:6]2[CH:5]=[CH:4][CH:3]=[C:2]([C:29]3[CH:30]=[CH:31][CH:32]=[C:33]4[C:28]=3[CH:27]=[N:26][NH:25]4)[N:7]=2)[CH:9]=1. (2) Given the reactants [C:1]([O:5][C:6]([N:8]1[CH2:13][CH2:12][NH:11][CH2:10][CH2:9]1)=[O:7])([CH3:4])([CH3:3])[CH3:2].[C:14]([N:31]1[CH2:36][CH2:35][C:34](=O)[CH2:33][CH2:32]1)([O:16][CH2:17][CH:18]1[C:30]2[C:25](=[CH:26][CH:27]=[CH:28][CH:29]=2)[C:24]2[C:19]1=[CH:20][CH:21]=[CH:22][CH:23]=2)=[O:15].C(O)C.C([BH3-])#N.[Na+], predict the reaction product. The product is: [C:1]([O:5][C:6]([N:8]1[CH2:13][CH2:12][N:11]([CH:34]2[CH2:33][CH2:32][N:31]([C:14]([O:16][CH2:17][CH:18]3[C:19]4[C:24](=[CH:23][CH:22]=[CH:21][CH:20]=4)[C:25]4[C:30]3=[CH:29][CH:28]=[CH:27][CH:26]=4)=[O:15])[CH2:36][CH2:35]2)[CH2:10][CH2:9]1)=[O:7])([CH3:4])([CH3:2])[CH3:3]. (3) Given the reactants C(OC([N:8]1[C:16]2[C:11](=[CH:12][CH:13]=[C:14]([Cl:17])[CH:15]=2)/[C:10](=[CH:18]/[C:19]2[CH:24]=[C:23]([Cl:25])[CH:22]=[CH:21][C:20]=2[N:26]2[CH2:31][CH2:30][N:29]([C:32]([O:34][C:35]([CH3:38])([CH3:37])[CH3:36])=[O:33])[CH2:28][CH2:27]2)/[C:9]1=[O:39])=O)(C)(C)C.[F:40][C:41]1[CH:42]=[CH:43][C:44]([CH3:56])=[C:45]([CH:47]=[N:48][C:49]([O:51][Si](C)(C)C)=[CH2:50])[CH:46]=1, predict the reaction product. The product is: [C:35]([O:34][C:32]([N:29]1[CH2:28][CH2:27][N:26]([C:20]2[CH:21]=[CH:22][C:23]([Cl:25])=[CH:24][C:19]=2[CH:18]2[CH2:50][C:49](=[O:51])[NH:48][CH:47]([C:45]3[CH:46]=[C:41]([F:40])[CH:42]=[CH:43][C:44]=3[CH3:56])[C:10]32[C:11]2[C:16](=[CH:15][C:14]([Cl:17])=[CH:13][CH:12]=2)[NH:8][C:9]3=[O:39])[CH2:31][CH2:30]1)=[O:33])([CH3:38])([CH3:36])[CH3:37]. (4) Given the reactants [CH2:1]([NH:5][CH2:6][C:7]1[CH:8]=[C:9]([CH:14]=[C:15]([CH3:17])[CH:16]=1)[C:10]([O:12][CH3:13])=[O:11])[CH2:2][CH2:3][CH3:4].C(N(CC)CC)C.[C:25]([O:29][C:30](O[C:30]([O:29][C:25]([CH3:28])([CH3:27])[CH3:26])=[O:31])=[O:31])([CH3:28])([CH3:27])[CH3:26], predict the reaction product. The product is: [C:25]([O:29][C:30]([N:5]([CH2:6][C:7]1[CH:8]=[C:9]([CH:14]=[C:15]([CH3:17])[CH:16]=1)[C:10]([O:12][CH3:13])=[O:11])[CH2:1][CH2:2][CH2:3][CH3:4])=[O:31])([CH3:28])([CH3:27])[CH3:26]. (5) Given the reactants [N:1]#[C:2][NH2:3].C[O-].[Na+].[Cl:7][C:8]1[CH:13]=[C:12]([N:14]=[C:15]=[S:16])[CH:11]=[C:10]([Cl:17])[C:9]=1[S:18][C:19]1[CH:24]=[CH:23][C:22]([C:25]([F:28])([F:27])[F:26])=[CH:21][CH:20]=1.[N-]=[C:30]=S.IC, predict the reaction product. The product is: [C:2]([N:3]=[C:15]([S:16][CH3:30])[NH:14][C:12]1[CH:11]=[C:10]([Cl:17])[C:9]([S:18][C:19]2[CH:20]=[CH:21][C:22]([C:25]([F:27])([F:28])[F:26])=[CH:23][CH:24]=2)=[C:8]([Cl:7])[CH:13]=1)#[N:1]. (6) Given the reactants [CH2:1]([NH2:4])[CH2:2][CH3:3].[H-].[Na+].[C:7]([C:9]1[CH:10]=[C:11]([C:16]2[O:20][N:19]=[C:18]([C:21]3[CH:38]=[CH:37][C:24]4[CH2:25][CH2:26][N:27]([C:30]([O:32][C:33]([CH3:36])([CH3:35])[CH3:34])=[O:31])[CH2:28][CH2:29][C:23]=4[CH:22]=3)[N:17]=2)[CH:12]=[CH:13][C:14]=1F)#[N:8], predict the reaction product. The product is: [C:7]([C:9]1[CH:10]=[C:11]([C:16]2[O:20][N:19]=[C:18]([C:21]3[CH:38]=[CH:37][C:24]4[CH2:25][CH2:26][N:27]([C:30]([O:32][C:33]([CH3:36])([CH3:35])[CH3:34])=[O:31])[CH2:28][CH2:29][C:23]=4[CH:22]=3)[N:17]=2)[CH:12]=[CH:13][C:14]=1[NH:4][CH2:1][CH2:2][CH3:3])#[N:8]. (7) Given the reactants C(=O)(O)[O-].[Na+].C([O:9][C:10]1[CH:27]=[CH:26][C:25]2[C@@H:24]3[C@H:15]([C@H:16]4[C@@:20]([CH2:22][C@H:23]3[O:28][C:29](=[O:31])[CH3:30])([CH3:21])[C:19](=[O:32])[CH2:18][CH2:17]4)[CH2:14][CH2:13][C:12]=2[CH:11]=1)(=O)C.O.Cl, predict the reaction product. The product is: [C:29]([O:28][C@@H:23]1[CH2:22][C@@:20]2([CH3:21])[C@@H:16]([CH2:17][CH2:18][C:19]2=[O:32])[C@H:15]2[C@H:24]1[C:25]1[CH:26]=[CH:27][C:10]([OH:9])=[CH:11][C:12]=1[CH2:13][CH2:14]2)(=[O:31])[CH3:30].